This data is from Buchwald-Hartwig C-N cross coupling reaction yields with 55,370 reactions. The task is: Predict the reaction yield, written as a fraction of the theoretical maximum amount of product (1.0 means a 100% yield; for example, 0.34 means a 34% yield). (1) The reactants are COc1ccc(Br)cc1.Cc1ccc(N)cc1.O=S(=O)(O[Pd]1c2ccccc2-c2ccccc2N~1)C(F)(F)F.CC(C)c1cc(C(C)C)c(-c2ccccc2P(C2CCCCC2)C2CCCCC2)c(C(C)C)c1.CN(C)C(=NC(C)(C)C)N(C)C.Cc1ccno1. No catalyst specified. The product is COc1ccc(Nc2ccc(C)cc2)cc1. The yield is 0.0904. (2) The reactants are COc1ccc(Br)cc1.Cc1ccc(N)cc1.O=S(=O)(O[Pd]1c2ccccc2-c2ccccc2N~1)C(F)(F)F.COc1ccc(OC)c(P([C@]23C[C@H]4C[C@H](C[C@H](C4)C2)C3)[C@]23C[C@H]4C[C@H](C[C@H](C4)C2)C3)c1-c1c(C(C)C)cc(C(C)C)cc1C(C)C.CN1CCCN2CCCN=C12.c1ccc(-c2cnoc2)cc1. No catalyst specified. The product is COc1ccc(Nc2ccc(C)cc2)cc1. The yield is 0.285.